From a dataset of Forward reaction prediction with 1.9M reactions from USPTO patents (1976-2016). Predict the product of the given reaction. (1) The product is: [CH3:1][N:2]1[CH2:7][CH2:6][CH:5]([O:8][C:9]2[CH:18]=[CH:17][C:12]([C:13]([OH:15])=[O:14])=[CH:11][C:10]=2[C:19]([F:20])([F:21])[F:22])[CH2:4][CH2:3]1. Given the reactants [CH3:1][N:2]1[CH2:7][CH2:6][CH:5]([O:8][C:9]2[CH:18]=[CH:17][C:12]([C:13]([O:15]C)=[O:14])=[CH:11][C:10]=2[C:19]([F:22])([F:21])[F:20])[CH2:4][CH2:3]1.[OH-].[Na+].Cl, predict the reaction product. (2) Given the reactants [Cl:1][C:2]1[N:7]=[C:6]([NH:8][C:9]2[CH:14]=[C:13]([N+:15]([O-])=O)[CH:12]=[CH:11][N:10]=2)[C:5]([Cl:18])=[CH:4][N:3]=1.O.[Cl-].[Ca+2].[Cl-].CO, predict the reaction product. The product is: [Cl:1][C:2]1[N:7]=[C:6]([NH:8][C:9]2[CH:14]=[C:13]([NH2:15])[CH:12]=[CH:11][N:10]=2)[C:5]([Cl:18])=[CH:4][N:3]=1. (3) Given the reactants [C:1]([C:3]1[CH:4]=[C:5]2[C:9](=[CH:10][CH:11]=1)[NH:8][C:7]([C:12]1[CH:13]=[C:14]([CH:34]([CH2:38][C:39]([OH:41])=[O:40])[C:35](O)=[O:36])[CH:15]=[C:16]([C:25]3[CH:30]=[CH:29][CH:28]=[C:27]([N+:31]([O-:33])=[O:32])[CH:26]=3)[C:17]=1[O:18]COCCOC)=[CH:6]2)#[N:2].[CH3:42]O.Cl.[O:45]1CCOC[CH2:46]1, predict the reaction product. The product is: [CH3:46][O:45][C:35](=[O:36])[CH:34]([C:14]1[CH:15]=[C:16]([C:25]2[CH:30]=[CH:29][CH:28]=[C:27]([N+:31]([O-:33])=[O:32])[CH:26]=2)[C:17]([OH:18])=[C:12]([C:7]2[NH:8][C:9]3[C:5]([CH:6]=2)=[CH:4][C:3]([C:1]#[N:2])=[CH:11][CH:10]=3)[CH:13]=1)[CH2:38][C:39]([O:41][CH3:42])=[O:40]. (4) Given the reactants [CH3:1][O:2][C:3](=[O:13])[CH2:4][CH2:5][CH2:6][CH2:7][CH2:8][CH2:9][C:10]([OH:12])=O.C(N(CC)CC)C.C(OC(Cl)=O)C(C)C.[C:29]1([CH2:39][NH2:40])[C:38]2[C:33](=[CH:34][CH:35]=[CH:36][CH:37]=2)[CH:32]=[CH:31][CH:30]=1, predict the reaction product. The product is: [CH3:1][O:2][C:3](=[O:13])[CH2:4][CH2:5][CH2:6][CH2:7][CH2:8][CH2:9][C:10](=[O:12])[NH:40][CH2:39][C:29]1[C:38]2[C:33](=[CH:34][CH:35]=[CH:36][CH:37]=2)[CH:32]=[CH:31][CH:30]=1.